From a dataset of Forward reaction prediction with 1.9M reactions from USPTO patents (1976-2016). Predict the product of the given reaction. (1) Given the reactants [Si:1]([O:8][CH:9]1[CH2:14][CH2:13][CH:12]([NH:15][C:16]2[CH:21]=[CH:20][CH:19]=[CH:18][C:17]=2I)[CH2:11][CH2:10]1)([C:4]([CH3:7])([CH3:6])[CH3:5])([CH3:3])[CH3:2].[CH:23]1([C:26]#[CH:27])[CH2:25][CH2:24]1, predict the reaction product. The product is: [Si:1]([O:8][CH:9]1[CH2:14][CH2:13][CH:12]([NH:15][C:16]2[CH:21]=[CH:20][CH:19]=[CH:18][C:17]=2[C:27]#[C:26][CH:23]2[CH2:25][CH2:24]2)[CH2:11][CH2:10]1)([C:4]([CH3:7])([CH3:6])[CH3:5])([CH3:3])[CH3:2]. (2) Given the reactants FC(F)(F)C1C=CC=CC=1C(Cl)=O.[CH3:14][O:15][C:16]1[CH:17]=[C:18]2[C:23](=[CH:24][C:25]=1[O:26][CH3:27])[N:22]=[CH:21][CH:20]=[C:19]2[O:28][C:29]1[CH:35]=[CH:34][C:32]([NH2:33])=[C:31]([F:36])[CH:30]=1.[F:37][C:38]([F:51])([F:50])[C:39]1[CH:44]=[CH:43][CH:42]=[CH:41][C:40]=1[C:45]([N:47]=[C:48]=[S:49])=[O:46], predict the reaction product. The product is: [F:50][C:38]([F:37])([F:51])[C:39]1[CH:44]=[CH:43][CH:42]=[CH:41][C:40]=1[C:45]([N:47]=[C:48]=[S:49])=[O:46].[CH3:14][O:15][C:16]1[CH:17]=[C:18]2[C:23](=[CH:24][C:25]=1[O:26][CH3:27])[N:22]=[CH:21][CH:20]=[C:19]2[O:28][C:29]1[CH:35]=[CH:34][C:32]([NH:33][C:48]([NH:47][C:45](=[O:46])[C:40]2[CH:41]=[CH:42][CH:43]=[CH:44][C:39]=2[C:38]([F:37])([F:51])[F:50])=[S:49])=[C:31]([F:36])[CH:30]=1. (3) Given the reactants Cl[C:2]1[N:7]=[CH:6][N:5]=[C:4]([C:8]2[CH:9]=[CH:10][C:11]([O:16][CH:17]3[CH2:22][CH2:21][O:20][CH2:19][CH2:18]3)=[C:12]([CH:15]=2)[C:13]#[N:14])[N:3]=1.[F:23][CH:24]([F:41])[CH2:25][N:26]1[CH2:31][CH2:30][N:29]([C:32]2[CH:38]=[CH:37][C:35]([NH2:36])=[CH:34][C:33]=2[O:39][CH3:40])[CH2:28][CH2:27]1.C(N(CC)C(C)C)(C)C, predict the reaction product. The product is: [F:41][CH:24]([F:23])[CH2:25][N:26]1[CH2:27][CH2:28][N:29]([C:32]2[CH:38]=[CH:37][C:35]([NH:36][C:2]3[N:7]=[CH:6][N:5]=[C:4]([C:8]4[CH:9]=[CH:10][C:11]([O:16][CH:17]5[CH2:22][CH2:21][O:20][CH2:19][CH2:18]5)=[C:12]([CH:15]=4)[C:13]#[N:14])[N:3]=3)=[CH:34][C:33]=2[O:39][CH3:40])[CH2:30][CH2:31]1.